From a dataset of Catalyst prediction with 721,799 reactions and 888 catalyst types from USPTO. Predict which catalyst facilitates the given reaction. (1) The catalyst class is: 5. Product: [CH3:1][O:2][C:3]([CH:5]1[CH2:10][CH2:9][CH:8]([C:11]2[CH:16]=[C:15]([NH2:21])[N:14]3[N:18]=[CH:19][CH:20]=[C:13]3[N:12]=2)[CH2:7][CH2:6]1)=[O:4]. Reactant: [CH3:1][O:2][C:3]([CH:5]1[CH2:10][CH2:9][CH:8]([C:11]2[CH:16]=[C:15](Cl)[N:14]3[N:18]=[CH:19][CH:20]=[C:13]3[N:12]=2)[CH2:7][CH2:6]1)=[O:4].[NH3:21]. (2) Reactant: [N:1]1([C:12]([O:14][C:15]([CH3:18])([CH3:17])[CH3:16])=[O:13])[CH2:6][CH2:5][CH:4]([C:7]([O:9][CH2:10][CH3:11])=[O:8])[CH2:3][CH2:2]1.C[Si](C)(C)[N-][Si](C)(C)C.[K+].Br[CH2:30][CH:31]=[CH2:32].[Cl-].[NH4+]. Product: [CH2:32]([C:4]1([C:7]([O:9][CH2:10][CH3:11])=[O:8])[CH2:3][CH2:2][N:1]([C:12]([O:14][C:15]([CH3:17])([CH3:16])[CH3:18])=[O:13])[CH2:6][CH2:5]1)[CH:31]=[CH2:30]. The catalyst class is: 30.